Dataset: Catalyst prediction with 721,799 reactions and 888 catalyst types from USPTO. Task: Predict which catalyst facilitates the given reaction. Reactant: Cl.[Cl:2][C:3]1[C:4](CN)=[N:5][CH:6]=[CH:7][N:8]=1.[C:11]([O:15][C:16]([N:18]1[CH2:23][CH2:22][O:21][C@@H:20]([C:24]([OH:26])=O)[CH2:19]1)=[O:17])([CH3:14])([CH3:13])[CH3:12].[CH2:27]([N:29](C(C)C)C(C)C)C.CN(C(ON1N=NC2C=CC=NC1=2)=[N+](C)C)C.F[P-](F)(F)(F)(F)F. Product: [Cl:2][C:3]1[C:4]([NH:29][CH2:27][C:24]([C@@H:20]2[O:21][CH2:22][CH2:23][N:18]([C:16]([O:15][C:11]([CH3:12])([CH3:13])[CH3:14])=[O:17])[CH2:19]2)=[O:26])=[N:5][CH:6]=[CH:7][N:8]=1. The catalyst class is: 3.